This data is from Forward reaction prediction with 1.9M reactions from USPTO patents (1976-2016). The task is: Predict the product of the given reaction. (1) The product is: [NH3:6].[CH3:43][N:44]1[CH2:49][CH2:48][CH:47]([O:50][C:18]2[CH:19]=[CH:20][CH:21]=[C:22]3[C:17]=2[CH2:16][CH2:15][N:14]([C:4]([O:5][C:42]([CH3:41])([CH3:37])[CH3:52])=[O:3])[CH2:13]3)[CH2:46][CH2:45]1. Given the reactants CC[O:3][C:4](/[N:6]=[N:6]/[C:4]([O:3]CC)=[O:5])=[O:5].[CH:13]1(O)[C:22]2[C:17](=[CH:18][CH:19]=[CH:20][CH:21]=2)[CH2:16][CH2:15][NH:14]1.C1(P([C:37]2[CH:42]=[CH:41]C=CC=2)C2C=CC=CC=2)C=CC=CC=1.[CH3:43][N:44]1[CH2:49][CH2:48][CH:47]([OH:50])[CH2:46][CH2:45]1.Cl[CH2:52]Cl, predict the reaction product. (2) Given the reactants [Br:1][C:2]1[CH:16]=[CH:15][C:5]([C:6]([NH:8][CH:9](Cl)[C:10]([Cl:13])([Cl:12])[Cl:11])=[O:7])=[CH:4][CH:3]=1.[Cl:17][C:18]1[N:23]=[CH:22][C:21]([NH2:24])=[CH:20][CH:19]=1, predict the reaction product. The product is: [Br:1][C:2]1[CH:16]=[CH:15][C:5]([C:6]([NH:8][CH:9]([NH:24][C:21]2[CH:22]=[N:23][C:18]([Cl:17])=[CH:19][CH:20]=2)[C:10]([Cl:13])([Cl:12])[Cl:11])=[O:7])=[CH:4][CH:3]=1. (3) Given the reactants [F:1][C:2]1[CH:3]=[C:4]2[C:9](=[C:10]([O:13][C:14]([F:17])([F:16])[F:15])[C:11]=1[F:12])[N:8]([C:18]1[CH:23]=[CH:22][C:21]([CH2:24][N:25]3[CH2:29]CC[CH2:26]3)=[CH:20][CH:19]=1)[CH:7]=[C:6]([C:30]([O:32][CH2:33][CH3:34])=[O:31])[C:5]2=[O:35].CN(CC1C=CC(N)=CC=1)C, predict the reaction product. The product is: [CH3:29][N:25]([CH2:24][C:21]1[CH:22]=[CH:23][C:18]([N:8]2[C:9]3[C:4](=[CH:3][C:2]([F:1])=[C:11]([F:12])[C:10]=3[O:13][C:14]([F:16])([F:17])[F:15])[C:5](=[O:35])[C:6]([C:30]([O:32][CH2:33][CH3:34])=[O:31])=[CH:7]2)=[CH:19][CH:20]=1)[CH3:26]. (4) Given the reactants [CH2:1]([N:8]1[C:16]2[C:11](=[N:12][C:13]([Cl:17])=[CH:14][CH:15]=2)[CH:10]=[C:9]1Br)[C:2]1[CH:7]=[CH:6][CH:5]=[CH:4][CH:3]=1.[S:19]1[CH:23]=[CH:22][C:21](B(O)O)=[CH:20]1.C([O-])([O-])=O.[Na+].[Na+], predict the reaction product. The product is: [CH2:1]([N:8]1[C:16]2[C:11](=[N:12][C:13]([Cl:17])=[CH:14][CH:15]=2)[CH:10]=[C:9]1[C:21]1[CH:22]=[CH:23][S:19][CH:20]=1)[C:2]1[CH:7]=[CH:6][CH:5]=[CH:4][CH:3]=1. (5) The product is: [C:1]1([CH2:24][NH:25][CH2:26][CH2:27][CH2:28][NH:29][CH2:30][CH2:31][CH2:32][NH2:33])[CH:6]=[CH:5][CH:4]=[C:3]([CH2:7][NH:8][CH2:9][CH2:10][CH2:11][NH:12][CH2:13][CH2:14][CH2:15][NH2:16])[CH:2]=1. Given the reactants [C:1]1([CH2:24][NH:25][CH2:26][CH2:27][CH2:28][NH:29][CH2:30][CH2:31][CH2:32][NH:33]C(=O)OC(C)(C)C)[CH:6]=[CH:5][CH:4]=[C:3]([CH2:7][NH:8][CH2:9][CH2:10][CH2:11][NH:12][CH2:13][CH2:14][CH2:15][NH:16]C(=O)OC(C)(C)C)[CH:2]=1, predict the reaction product. (6) The product is: [NH2:8][C:9]1[N:14]=[C:13]([NH:1][C@@H:2]([CH2:5][CH2:6][CH3:7])[CH2:3][OH:4])[C:12]([CH2:16][C:17]2[CH:22]=[CH:21][C:20]([CH2:23][C:24]#[N:25])=[CH:19][C:18]=2[O:26][CH3:27])=[C:11]([CH3:28])[N:10]=1. Given the reactants [NH2:1][C@@H:2]([CH2:5][CH2:6][CH3:7])[CH2:3][OH:4].[NH2:8][C:9]1[N:14]=[C:13](Cl)[C:12]([CH2:16][C:17]2[CH:22]=[CH:21][C:20]([CH2:23][C:24]#[N:25])=[CH:19][C:18]=2[O:26][CH3:27])=[C:11]([CH3:28])[N:10]=1, predict the reaction product. (7) Given the reactants Br[C:2]1[CH:7]=[N:6][C:5]([C:8]2[CH:13]=[CH:12][C:11]([F:14])=[CH:10][CH:9]=2)=[CH:4][N:3]=1.[Li]CCCC.CCCCCC.[N:26]1[CH:31]=[CH:30][C:29]([C:32](=[O:34])[CH3:33])=[CH:28][CH:27]=1, predict the reaction product. The product is: [F:14][C:11]1[CH:12]=[CH:13][C:8]([C:5]2[N:6]=[CH:7][C:2]([C:32]([C:29]3[CH:30]=[CH:31][N:26]=[CH:27][CH:28]=3)([OH:34])[CH3:33])=[N:3][CH:4]=2)=[CH:9][CH:10]=1.